From a dataset of Catalyst prediction with 721,799 reactions and 888 catalyst types from USPTO. Predict which catalyst facilitates the given reaction. (1) Reactant: Br[C:2]1[S:3][CH:4]=[C:5]([C:7]2[CH:12]=[CH:11][C:10]([Br:13])=[CH:9][CH:8]=2)[N:6]=1.[NH2:14][C@H:15]([CH2:18][CH2:19][CH3:20])[CH2:16][OH:17]. Product: [Br:13][C:10]1[CH:11]=[CH:12][C:7]([C:5]2[N:6]=[C:2]([NH:14][C@H:15]([CH2:18][CH2:19][CH3:20])[CH2:16][OH:17])[S:3][CH:4]=2)=[CH:8][CH:9]=1. The catalyst class is: 2. (2) Reactant: C(O[N:4]=[CH:5][C:6]1[CH:7]=[C:8]2[C:12](=[CH:13][CH:14]=1)[NH:11][N:10]=[C:9]2[C:15]1[CH:16]=[C:17]([C:21]([NH:23][CH:24]2[CH2:32][C:31]3[C:26](=[CH:27][CH:28]=[CH:29][CH:30]=3)[CH2:25]2)=[O:22])[CH:18]=[CH:19][CH:20]=1)C.[NH2:33][NH:34][C:35](=O)[CH2:36][N:37]([CH3:39])[CH3:38].C[O-].[Na+]. Product: [CH3:38][N:37]([CH2:36][C:35]1[N:4]=[C:5]([C:6]2[CH:7]=[C:8]3[C:12](=[CH:13][CH:14]=2)[NH:11][N:10]=[C:9]3[C:15]2[CH:16]=[C:17]([C:21]([NH:23][CH:24]3[CH2:25][C:26]4[C:31](=[CH:30][CH:29]=[CH:28][CH:27]=4)[CH2:32]3)=[O:22])[CH:18]=[CH:19][CH:20]=2)[NH:33][N:34]=1)[CH3:39]. The catalyst class is: 5. (3) Reactant: [CH2:1]([N:8]1[CH2:12][CH2:11][C:10]([S:38]([C:41]2[CH:46]=[CH:45][C:44]([F:47])=[C:43](Br)[CH:42]=2)(=[O:40])=[O:39])([C:13]2[CH:18]=[CH:17][C:16]([C:19]([O:28][CH2:29][C:30]3[C:35]([F:36])=[CH:34][CH:33]=[CH:32][C:31]=3[F:37])([C:24]([F:27])([F:26])[F:25])[C:20]([F:23])([F:22])[F:21])=[CH:15][CH:14]=2)[CH2:9]1)[C:2]1[CH:7]=[CH:6][CH:5]=[CH:4][CH:3]=1.[B-](F)(F)(F)[CH:50]=[CH2:51].[K+].P([O-])([O-])([O-])=O.[K+].[K+].[K+].C(OCC)(=O)C. Product: [CH2:1]([N:8]1[CH2:12][CH2:11][C:10]([C:13]2[CH:18]=[CH:17][C:16]([C:19]([O:28][CH2:29][C:30]3[C:35]([F:36])=[CH:34][CH:33]=[CH:32][C:31]=3[F:37])([C:24]([F:27])([F:26])[F:25])[C:20]([F:23])([F:22])[F:21])=[CH:15][CH:14]=2)([S:38]([C:41]2[CH:46]=[CH:45][C:44]([F:47])=[C:43]([CH:50]=[CH2:51])[CH:42]=2)(=[O:40])=[O:39])[CH2:9]1)[C:2]1[CH:7]=[CH:6][CH:5]=[CH:4][CH:3]=1. The catalyst class is: 423. (4) Reactant: [Br:1][C:2]1[CH:20]=[CH:19][C:5]2[C:6]3[N:7]([CH:11]=[C:12]([C:14]([NH:16][CH:17]=O)=O)[N:13]=3)[CH2:8][CH2:9][O:10][C:4]=2[CH:3]=1.Cl.[Cl:22][C:23]1[CH:28]=[CH:27][CH:26]=[CH:25][C:24]=1[NH:29][NH2:30]. Product: [Br:1][C:2]1[CH:20]=[CH:19][C:5]2[C:6]3[N:7]([CH:11]=[C:12]([C:14]4[N:29]([C:24]5[CH:25]=[CH:26][CH:27]=[CH:28][C:23]=5[Cl:22])[N:30]=[CH:17][N:16]=4)[N:13]=3)[CH2:8][CH2:9][O:10][C:4]=2[CH:3]=1. The catalyst class is: 52.